From a dataset of Full USPTO retrosynthesis dataset with 1.9M reactions from patents (1976-2016). Predict the reactants needed to synthesize the given product. The reactants are: [P:1]([O:8][CH2:9][CH3:10])([O:5][CH2:6][CH3:7])[O:2]CC.ClC[C:13]1[CH:14]=[CH:15][C:16]2[S:21][C:20]3[N:22]=[CH:23][CH:24]=[N:25][C:19]=3[NH:18][C:17]=2[CH:26]=1.C(OCC)C. Given the product [N:25]1[C:19]2[NH:18][C:17]3[CH:26]=[C:13]([P:1](=[O:2])([O:5][CH2:6][CH3:7])[O:8][CH2:9][CH3:10])[CH:14]=[CH:15][C:16]=3[S:21][C:20]=2[N:22]=[CH:23][CH:24]=1, predict the reactants needed to synthesize it.